From a dataset of Reaction yield outcomes from USPTO patents with 853,638 reactions. Predict the reaction yield, written as a fraction of the theoretical maximum amount of product (1.0 means a 100% yield; for example, 0.34 means a 34% yield). The reactants are [CH3:1][CH:2]1[CH2:4][N:3]1[P:5](=[O:10])([O:8][CH3:9])[O:6][CH3:7].[C:11]1([Mg]Cl)[CH:16]=[CH:15][CH:14]=[CH:13][CH:12]=1. The catalyst is Cl[Cu].C1COCC1. The product is [C:11]1([CH2:4][CH:2]([NH:3][P:5](=[O:10])([O:8][CH3:9])[O:6][CH3:7])[CH3:1])[CH:16]=[CH:15][CH:14]=[CH:13][CH:12]=1. The yield is 0.748.